Dataset: Catalyst prediction with 721,799 reactions and 888 catalyst types from USPTO. Task: Predict which catalyst facilitates the given reaction. (1) Reactant: [C:1]([O:5][C:6]([N:8]1[CH2:15][CH:14]2[N:16]([C:17]([O:19][C:20]([CH3:23])([CH3:22])[CH3:21])=[O:18])[CH:10]([CH2:11][C:12]([C:27]3[S:31][C:30]([CH2:32][CH2:33][CH2:34][O:35][Si:36]([C:39]([CH3:42])([CH3:41])[CH3:40])([CH3:38])[CH3:37])=[N:29][CH:28]=3)=[C:13]2[C:24](O)=[O:25])[CH2:9]1)=[O:7])([CH3:4])([CH3:3])[CH3:2].CCN=C=NCCCN(C)C.Cl.C1C=CC2N(O)N=NC=2C=1.CCN(C(C)C)C(C)C.[CH:74]1([NH:77][CH2:78][C:79]2[CH:84]=[CH:83][CH:82]=[C:81]([O:85][CH3:86])[C:80]=2[CH3:87])[CH2:76][CH2:75]1. Product: [C:1]([O:5][C:6]([N:8]1[CH2:15][CH:14]2[N:16]([C:17]([O:19][C:20]([CH3:21])([CH3:22])[CH3:23])=[O:18])[CH:10]([CH2:11][C:12]([C:27]3[S:31][C:30]([CH2:32][CH2:33][CH2:34][O:35][Si:36]([C:39]([CH3:41])([CH3:40])[CH3:42])([CH3:38])[CH3:37])=[N:29][CH:28]=3)=[C:13]2[C:24](=[O:25])[N:77]([CH:74]2[CH2:76][CH2:75]2)[CH2:78][C:79]2[CH:84]=[CH:83][CH:82]=[C:81]([O:85][CH3:86])[C:80]=2[CH3:87])[CH2:9]1)=[O:7])([CH3:4])([CH3:2])[CH3:3]. The catalyst class is: 64. (2) Reactant: [CH2:1]([C:3]1[CH:8]=[CH:7][C:6]([F:9])=[CH:5][C:4]=1[C:10]([CH:12]1[CH2:17][CH2:16][N:15]([C:18]2[CH:22]=[C:21]([C:23]3[N:24]=[N:25][N:26]([CH2:28][C:29]([O:31]C(C)(C)C)=[O:30])[N:27]=3)[O:20][N:19]=2)[CH2:14][CH2:13]1)=[O:11])[CH3:2].C(O)=O. Product: [CH2:1]([C:3]1[CH:8]=[CH:7][C:6]([F:9])=[CH:5][C:4]=1[C:10]([CH:12]1[CH2:13][CH2:14][N:15]([C:18]2[CH:22]=[C:21]([C:23]3[N:24]=[N:25][N:26]([CH2:28][C:29]([OH:31])=[O:30])[N:27]=3)[O:20][N:19]=2)[CH2:16][CH2:17]1)=[O:11])[CH3:2]. The catalyst class is: 6.